From a dataset of Peptide-MHC class I binding affinity with 185,985 pairs from IEDB/IMGT. Regression. Given a peptide amino acid sequence and an MHC pseudo amino acid sequence, predict their binding affinity value. This is MHC class I binding data. (1) The peptide sequence is IIVNNQESNK. The MHC is HLA-A29:02 with pseudo-sequence HLA-A29:02. The binding affinity (normalized) is 0. (2) The peptide sequence is ADMGCVVSW. The MHC is HLA-B44:02 with pseudo-sequence HLA-B44:02. The binding affinity (normalized) is 0.781. (3) The peptide sequence is LPAEVRAAF. The MHC is HLA-A69:01 with pseudo-sequence HLA-A69:01. The binding affinity (normalized) is 0.336. (4) The peptide sequence is IHIPGDTLF. The MHC is HLA-A26:01 with pseudo-sequence HLA-A26:01. The binding affinity (normalized) is 0.0847. (5) The peptide sequence is KSFSAGMFH. The MHC is HLA-B27:03 with pseudo-sequence HLA-B27:03. The binding affinity (normalized) is 0.0847. (6) The peptide sequence is FIRYGDASL. The MHC is HLA-B08:01 with pseudo-sequence HLA-B08:01. The binding affinity (normalized) is 0.648. (7) The peptide sequence is ALPHAILRL. The MHC is HLA-A02:01 with pseudo-sequence HLA-A02:01. The binding affinity (normalized) is 0.552.